From a dataset of Reaction yield outcomes from USPTO patents with 853,638 reactions. Predict the reaction yield, written as a fraction of the theoretical maximum amount of product (1.0 means a 100% yield; for example, 0.34 means a 34% yield). (1) The reactants are [CH3:1][O:2][C:3]1[CH:4]=[C:5](B(O)O)[CH:6]=[CH:7][CH:8]=1.Br[C:13]1[CH:14]=[C:15]([CH:19]([CH:26]2[CH2:28][CH2:27]2)[NH:20][S:21]([CH2:24][CH3:25])(=[O:23])=[O:22])[CH:16]=[N:17][CH:18]=1.C([O-])([O-])=O.[Na+].[Na+]. The catalyst is CN(C=O)C.Cl[Pd](Cl)([P](C1C=CC=CC=1)(C1C=CC=CC=1)C1C=CC=CC=1)[P](C1C=CC=CC=1)(C1C=CC=CC=1)C1C=CC=CC=1. The product is [CH:26]1([CH:19]([C:15]2[CH:16]=[N:17][CH:18]=[C:13]([C:8]3[CH:7]=[CH:6][CH:5]=[CH:4][C:3]=3[O:2][CH3:1])[CH:14]=2)[NH:20][S:21]([CH2:24][CH3:25])(=[O:23])=[O:22])[CH2:28][CH2:27]1. The yield is 0.350. (2) The reactants are C([NH:5][S:6]([C:9]1[CH:14]=[CH:13][CH:12]=[C:11]([C:15]2[N:20]=[C:19]([C:21]3[CH:26]=[C:25]([CH3:27])[CH:24]=[C:23]([C:28]4[CH:33]=[CH:32][C:31]([C:34]([F:37])([F:36])[F:35])=[CH:30][CH:29]=4)[N:22]=3)[CH:18]=[CH:17][CH:16]=2)[CH:10]=1)(=[O:8])=[O:7])(C)(C)C.C(O)(C(F)(F)F)=O. No catalyst specified. The product is [CH3:27][C:25]1[CH:24]=[C:23]([C:28]2[CH:33]=[CH:32][C:31]([C:34]([F:37])([F:35])[F:36])=[CH:30][CH:29]=2)[N:22]=[C:21]([C:19]2[CH:18]=[CH:17][CH:16]=[C:15]([C:11]3[CH:10]=[C:9]([S:6]([NH2:5])(=[O:8])=[O:7])[CH:14]=[CH:13][CH:12]=3)[N:20]=2)[CH:26]=1. The yield is 0.760. (3) The reactants are [OH:1][C:2]1[CH:17]=[CH:16][CH:15]=[CH:14][C:3]=1[C:4]([NH:6][C:7]([CH3:13])([CH3:12])[C:8]([O:10][CH3:11])=[O:9])=[O:5].C([O-])([O-])=O.[K+].[K+].Cl[CH2:25][CH:26]1[CH2:28][O:27]1. The catalyst is C(#N)C.CCOC(C)=O. The product is [CH3:13][C:7]([NH:6][C:4](=[O:5])[C:3]1[CH:14]=[CH:15][CH:16]=[CH:17][C:2]=1[O:1][CH2:25][CH:26]1[CH2:28][O:27]1)([CH3:12])[C:8]([O:10][CH3:11])=[O:9]. The yield is 0.0500. (4) The reactants are Br[C:2]1[CH:7]=[CH:6][C:5]([NH:8][C:9]([C:11]2[N:12]([CH2:18][O:19][CH2:20][CH2:21][Si:22]([CH3:25])([CH3:24])[CH3:23])[CH:13]=[C:14]([C:16]#[N:17])[N:15]=2)=[O:10])=[C:4]([C:26]2[CH2:31][CH2:30][CH2:29][CH2:28][CH:27]=2)[CH:3]=1.CC1(C)C(C)(C)OB([C:40]2[CH:45]=[CH:44][C:43]([NH2:46])=[CH:42][CH:41]=2)O1.C([O-])([O-])=O.[Na+].[Na+].CCOC(C)=O. The catalyst is O1CCOCC1.C1C=CC([P]([Pd]([P](C2C=CC=CC=2)(C2C=CC=CC=2)C2C=CC=CC=2)([P](C2C=CC=CC=2)(C2C=CC=CC=2)C2C=CC=CC=2)[P](C2C=CC=CC=2)(C2C=CC=CC=2)C2C=CC=CC=2)(C2C=CC=CC=2)C2C=CC=CC=2)=CC=1. The product is [NH2:46][C:43]1[CH:44]=[CH:45][C:40]([C:2]2[CH:7]=[CH:6][C:5]([NH:8][C:9]([C:11]3[N:12]([CH2:18][O:19][CH2:20][CH2:21][Si:22]([CH3:24])([CH3:23])[CH3:25])[CH:13]=[C:14]([C:16]#[N:17])[N:15]=3)=[O:10])=[C:4]([C:26]3[CH2:31][CH2:30][CH2:29][CH2:28][CH:27]=3)[CH:3]=2)=[CH:41][CH:42]=1. The yield is 0.850. (5) The yield is 0.820. The reactants are [S:1]([N:11]1[C:19]2[C:14](=[N:15][C:16]([NH:20][C:21](=[O:27])[O:22][C:23]([CH3:26])([CH3:25])[CH3:24])=[CH:17][N:18]=2)[CH:13]=[CH:12]1)([C:4]1[CH:10]=[CH:9][C:7]([CH3:8])=[CH:6][CH:5]=1)(=[O:3])=[O:2].[H-].[Na+].Br[CH2:31][C:32]([NH2:34])=[O:33]. The catalyst is CN(C=O)C. The product is [NH2:34][C:32](=[O:33])[CH2:31][N:20]([C:16]1[N:15]=[C:14]2[CH:13]=[CH:12][N:11]([S:1]([C:4]3[CH:5]=[CH:6][C:7]([CH3:8])=[CH:9][CH:10]=3)(=[O:2])=[O:3])[C:19]2=[N:18][CH:17]=1)[C:21](=[O:27])[O:22][C:23]([CH3:24])([CH3:26])[CH3:25]. (6) The reactants are [OH:1][CH2:2][CH2:3][CH:4]([O:8][C:9]1[CH:14]=[CH:13][CH:12]=[CH:11][CH:10]=1)[C:5]([OH:7])=[O:6].[C:15]([Si:19](Cl)([CH3:21])[CH3:20])([CH3:18])([CH3:17])[CH3:16].N1C=CN=C1. The catalyst is CN(C=O)C.O. The product is [Si:19]([O:1][CH2:2][CH2:3][CH:4]([O:8][C:9]1[CH:14]=[CH:13][CH:12]=[CH:11][CH:10]=1)[C:5]([OH:7])=[O:6])([C:15]([CH3:18])([CH3:17])[CH3:16])([CH3:21])[CH3:20]. The yield is 0.870. (7) The reactants are O[CH:2]([C:6]1[CH:11]=[CH:10][C:9]([CH:12]([CH3:14])[CH3:13])=[CH:8][CH:7]=1)[C:3]([OH:5])=[O:4].[CH3:15][C:16]1[CH:21]=[CH:20][C:19]([CH3:22])=[CH:18][C:17]=1O. The catalyst is CCCCCC.C(OCC)(=O)C. The product is [CH:12]([C:9]1[CH:10]=[CH:11][C:6]([CH:2]2[C:17]3[C:16]([CH3:15])=[CH:21][CH:20]=[C:19]([CH3:22])[C:18]=3[O:5][C:3]2=[O:4])=[CH:7][CH:8]=1)([CH3:14])[CH3:13]. The yield is 0.200.